This data is from NCI-60 drug combinations with 297,098 pairs across 59 cell lines. The task is: Regression. Given two drug SMILES strings and cell line genomic features, predict the synergy score measuring deviation from expected non-interaction effect. (1) Drug 1: CC1=CC=C(C=C1)C2=CC(=NN2C3=CC=C(C=C3)S(=O)(=O)N)C(F)(F)F. Drug 2: C(CN)CNCCSP(=O)(O)O. Cell line: RPMI-8226. Synergy scores: CSS=-4.37, Synergy_ZIP=3.55, Synergy_Bliss=3.74, Synergy_Loewe=-3.46, Synergy_HSA=-2.63. (2) Drug 1: CC1=C(C=C(C=C1)C(=O)NC2=CC(=CC(=C2)C(F)(F)F)N3C=C(N=C3)C)NC4=NC=CC(=N4)C5=CN=CC=C5. Drug 2: CNC(=O)C1=NC=CC(=C1)OC2=CC=C(C=C2)NC(=O)NC3=CC(=C(C=C3)Cl)C(F)(F)F. Cell line: NCI-H322M. Synergy scores: CSS=3.30, Synergy_ZIP=-0.0286, Synergy_Bliss=-3.33, Synergy_Loewe=2.43, Synergy_HSA=-5.44. (3) Drug 1: C#CCC(CC1=CN=C2C(=N1)C(=NC(=N2)N)N)C3=CC=C(C=C3)C(=O)NC(CCC(=O)O)C(=O)O. Drug 2: C1CN(P(=O)(OC1)NCCCl)CCCl. Cell line: NCI-H460. Synergy scores: CSS=-4.64, Synergy_ZIP=1.40, Synergy_Bliss=-3.02, Synergy_Loewe=-2.46, Synergy_HSA=-6.66. (4) Drug 1: CN(CC1=CN=C2C(=N1)C(=NC(=N2)N)N)C3=CC=C(C=C3)C(=O)NC(CCC(=O)O)C(=O)O. Drug 2: C1CC(CNC1)C2=CC=C(C=C2)N3C=C4C=CC=C(C4=N3)C(=O)N. Cell line: T-47D. Synergy scores: CSS=40.6, Synergy_ZIP=-1.07, Synergy_Bliss=1.25, Synergy_Loewe=-5.90, Synergy_HSA=5.64. (5) Drug 1: CNC(=O)C1=CC=CC=C1SC2=CC3=C(C=C2)C(=NN3)C=CC4=CC=CC=N4. Drug 2: CC12CCC3C(C1CCC2O)C(CC4=C3C=CC(=C4)O)CCCCCCCCCS(=O)CCCC(C(F)(F)F)(F)F. Cell line: SK-MEL-2. Synergy scores: CSS=0.0330, Synergy_ZIP=0.519, Synergy_Bliss=1.43, Synergy_Loewe=-0.592, Synergy_HSA=-0.191. (6) Drug 1: C1=C(C(=O)NC(=O)N1)F. Drug 2: CNC(=O)C1=NC=CC(=C1)OC2=CC=C(C=C2)NC(=O)NC3=CC(=C(C=C3)Cl)C(F)(F)F. Cell line: NCI-H322M. Synergy scores: CSS=39.9, Synergy_ZIP=-2.99, Synergy_Bliss=-1.49, Synergy_Loewe=-0.463, Synergy_HSA=0.687. (7) Drug 1: C1=CC(=CC=C1CCC2=CNC3=C2C(=O)NC(=N3)N)C(=O)NC(CCC(=O)O)C(=O)O. Drug 2: COCCOC1=C(C=C2C(=C1)C(=NC=N2)NC3=CC=CC(=C3)C#C)OCCOC.Cl. Cell line: HT29. Synergy scores: CSS=40.8, Synergy_ZIP=3.20, Synergy_Bliss=4.12, Synergy_Loewe=-14.4, Synergy_HSA=2.39. (8) Drug 1: C1CC(=O)NC(=O)C1N2CC3=C(C2=O)C=CC=C3N. Drug 2: CCN(CC)CCCC(C)NC1=C2C=C(C=CC2=NC3=C1C=CC(=C3)Cl)OC. Cell line: A498. Synergy scores: CSS=19.0, Synergy_ZIP=-5.37, Synergy_Bliss=2.76, Synergy_Loewe=3.89, Synergy_HSA=3.93. (9) Drug 1: CC1=CC2C(CCC3(C2CCC3(C(=O)C)OC(=O)C)C)C4(C1=CC(=O)CC4)C. Drug 2: C1CN(CCN1C(=O)CCBr)C(=O)CCBr. Cell line: TK-10. Synergy scores: CSS=-3.05, Synergy_ZIP=3.80, Synergy_Bliss=0.216, Synergy_Loewe=-8.50, Synergy_HSA=-8.32.